Dataset: NCI-60 drug combinations with 297,098 pairs across 59 cell lines. Task: Regression. Given two drug SMILES strings and cell line genomic features, predict the synergy score measuring deviation from expected non-interaction effect. (1) Drug 1: CCCS(=O)(=O)NC1=C(C(=C(C=C1)F)C(=O)C2=CNC3=C2C=C(C=N3)C4=CC=C(C=C4)Cl)F. Drug 2: CC1CCCC2(C(O2)CC(NC(=O)CC(C(C(=O)C(C1O)C)(C)C)O)C(=CC3=CSC(=N3)C)C)C. Cell line: DU-145. Synergy scores: CSS=-5.43, Synergy_ZIP=1.77, Synergy_Bliss=-2.26, Synergy_Loewe=-7.05, Synergy_HSA=-6.14. (2) Drug 1: C1CCN(CC1)CCOC2=CC=C(C=C2)C(=O)C3=C(SC4=C3C=CC(=C4)O)C5=CC=C(C=C5)O. Drug 2: CC12CCC3C(C1CCC2OP(=O)(O)O)CCC4=C3C=CC(=C4)OC(=O)N(CCCl)CCCl.[Na+]. Cell line: OVCAR3. Synergy scores: CSS=4.05, Synergy_ZIP=-0.875, Synergy_Bliss=0.604, Synergy_Loewe=-1.96, Synergy_HSA=-0.733. (3) Drug 1: CC12CCC(CC1=CCC3C2CCC4(C3CC=C4C5=CN=CC=C5)C)O. Drug 2: C1C(C(OC1N2C=NC3=C(N=C(N=C32)Cl)N)CO)O. Cell line: LOX IMVI. Synergy scores: CSS=66.5, Synergy_ZIP=20.6, Synergy_Bliss=21.9, Synergy_Loewe=25.1, Synergy_HSA=25.5. (4) Drug 1: CS(=O)(=O)C1=CC(=C(C=C1)C(=O)NC2=CC(=C(C=C2)Cl)C3=CC=CC=N3)Cl. Drug 2: C1CC(=O)NC(=O)C1N2CC3=C(C2=O)C=CC=C3N. Cell line: SF-268. Synergy scores: CSS=8.63, Synergy_ZIP=2.18, Synergy_Bliss=5.91, Synergy_Loewe=4.72, Synergy_HSA=3.46. (5) Drug 1: CNC(=O)C1=CC=CC=C1SC2=CC3=C(C=C2)C(=NN3)C=CC4=CC=CC=N4. Drug 2: CN(CC1=CN=C2C(=N1)C(=NC(=N2)N)N)C3=CC=C(C=C3)C(=O)NC(CCC(=O)O)C(=O)O. Cell line: NCI-H522. Synergy scores: CSS=18.2, Synergy_ZIP=-2.05, Synergy_Bliss=-1.29, Synergy_Loewe=-14.6, Synergy_HSA=-2.25. (6) Drug 1: CN1CCC(CC1)COC2=C(C=C3C(=C2)N=CN=C3NC4=C(C=C(C=C4)Br)F)OC. Drug 2: C1=NC2=C(N1)C(=S)N=C(N2)N. Cell line: SNB-75. Synergy scores: CSS=13.5, Synergy_ZIP=-3.56, Synergy_Bliss=2.20, Synergy_Loewe=-0.0128, Synergy_HSA=2.84. (7) Drug 1: CS(=O)(=O)CCNCC1=CC=C(O1)C2=CC3=C(C=C2)N=CN=C3NC4=CC(=C(C=C4)OCC5=CC(=CC=C5)F)Cl. Drug 2: C1C(C(OC1N2C=NC3=C2NC=NCC3O)CO)O. Cell line: SR. Synergy scores: CSS=-0.344, Synergy_ZIP=2.48, Synergy_Bliss=2.86, Synergy_Loewe=-1.44, Synergy_HSA=-0.992.